From a dataset of Peptide-MHC class I binding affinity with 185,985 pairs from IEDB/IMGT. Regression. Given a peptide amino acid sequence and an MHC pseudo amino acid sequence, predict their binding affinity value. This is MHC class I binding data. (1) The peptide sequence is GQRVYSWVY. The MHC is HLA-B35:01 with pseudo-sequence HLA-B35:01. The binding affinity (normalized) is 0.0847. (2) The peptide sequence is RVRAAMKPI. The MHC is HLA-B15:09 with pseudo-sequence HLA-B15:09. The binding affinity (normalized) is 0.0847. (3) The peptide sequence is SDEVARDLSL. The MHC is HLA-B40:01 with pseudo-sequence HLA-B40:01. The binding affinity (normalized) is 0.458. (4) The peptide sequence is QEIQLLAAV. The MHC is HLA-B18:01 with pseudo-sequence HLA-B18:01. The binding affinity (normalized) is 0.541.